From a dataset of Full USPTO retrosynthesis dataset with 1.9M reactions from patents (1976-2016). Predict the reactants needed to synthesize the given product. (1) Given the product [C:33]([O:37][C:38]([NH:40][C@H:41]([C:45]1[CH:46]=[CH:47][C:48]([O:51][CH2:52][CH2:53][O:54][CH3:55])=[CH:49][CH:50]=1)[C:42]([OH:44])=[O:43])=[O:39])([CH3:36])([CH3:35])[CH3:34], predict the reactants needed to synthesize it. The reactants are: C(O[C@H](C)[C@H](NC(OCC1C2C=CC=CC=2C2C1=CC=CC=2)=O)C(O)=O)C1C=CC=CC=1.[C:33]([O:37][C:38]([NH:40][C@H:41]([C:45]1[CH:50]=[CH:49][C:48]([O:51][CH2:52][CH2:53][O:54][CH:55]2CCCCO2)=[CH:47][CH:46]=1)[C:42]([OH:44])=[O:43])=[O:39])([CH3:36])([CH3:35])[CH3:34]. (2) Given the product [OH2:32].[ClH:2].[ClH:2].[ClH:2].[ClH:2].[NH2:6][CH:7]([CH:38]([CH3:40])[CH3:39])[CH2:8][N:9]1[CH2:14][CH2:13][CH:12]([NH:15][C:16]2[N:20]([CH2:21][C:22]3[C:31]([OH:32])=[CH:30][C:29]4[CH2:28][CH2:27][CH2:26][CH2:25][C:24]=4[N:23]=3)[C:19]3[CH:34]=[CH:35][CH:36]=[CH:37][C:18]=3[N:17]=2)[CH2:11][CH2:10]1, predict the reactants needed to synthesize it. The reactants are: O.[ClH:2].Cl.Cl.Cl.[NH2:6][CH:7]([CH:38]([CH3:40])[CH3:39])[CH2:8][N:9]1[CH2:14][CH2:13][CH:12]([NH:15][C:16]2[N:20]([CH2:21][C:22]3[C:31]([O:32]C)=[CH:30][C:29]4[CH2:28][CH2:27][CH2:26][CH2:25][C:24]=4[N:23]=3)[C:19]3[CH:34]=[CH:35][CH:36]=[CH:37][C:18]=3[N:17]=2)[CH2:11][CH2:10]1.C([O-])([O-])=O.[K+].[K+].BrB(Br)Br.[NH4+].[OH-].